From a dataset of Forward reaction prediction with 1.9M reactions from USPTO patents (1976-2016). Predict the product of the given reaction. Given the reactants [Br:1][C:2]1[CH:7]=[CH:6][C:5]([C@@H:8]([NH2:10])[CH3:9])=[CH:4][CH:3]=1.C(=O)(OC(C)(C)C)[O:12][C:13]([O:15][C:16]([CH3:19])([CH3:18])[CH3:17])=O, predict the reaction product. The product is: [Br:1][C:2]1[CH:7]=[CH:6][C:5]([C@@H:8]([NH:10][C:13](=[O:12])[O:15][C:16]([CH3:19])([CH3:18])[CH3:17])[CH3:9])=[CH:4][CH:3]=1.